From a dataset of Full USPTO retrosynthesis dataset with 1.9M reactions from patents (1976-2016). Predict the reactants needed to synthesize the given product. (1) Given the product [N:12]1[N:11]([C:5]2[CH:4]=[CH:3][CH:2]=[CH:10][C:6]=2[C:7]([OH:9])=[O:8])[N:15]=[CH:14][CH:13]=1, predict the reactants needed to synthesize it. The reactants are: C[C:2]1[CH:3]=[CH:4][C:5]([N:11]2[N:15]=[CH:14][CH:13]=[N:12]2)=[C:6]([CH:10]=1)[C:7]([OH:9])=[O:8].BrC1C=CC=CC=1C(O)=O. (2) Given the product [F:1][C:2]1[CH:3]=[C:4]([C:10]2[N:11]=[C:12]([CH3:27])[C:13]3[C:18]([S:41][CH2:40][CH2:39][C:38]([O:37][CH3:36])=[O:42])=[CH:17][NH:16][C:14]=3[N:15]=2)[CH:5]=[CH:6][C:7]=1[O:8][CH3:9], predict the reactants needed to synthesize it. The reactants are: [F:1][C:2]1[CH:3]=[C:4]([C:10]2[N:11]=[C:12]([CH3:27])[C:13]3[C:18](I)=[CH:17][N:16](C(OC(C)(C)C)=O)[C:14]=3[N:15]=2)[CH:5]=[CH:6][C:7]=1[O:8][CH3:9].[O-]P([O-])([O-])=O.[K+].[K+].[K+].[CH3:36][O:37][C:38](=[O:42])[CH2:39][CH2:40][SH:41].N1CCC[C@H]1C(O)=O. (3) Given the product [CH2:16]([N:4]([CH:1]([CH3:2])[CH3:3])[C:5]([NH:7][C@H:8]([C:13]([OH:15])=[O:14])[C:9]([CH3:12])([CH3:11])[CH3:10])=[O:6])[CH2:17][CH2:18][CH2:19][CH:20]=[CH2:22], predict the reactants needed to synthesize it. The reactants are: [CH:1]([N:4]([CH2:16][CH2:17][CH2:18][CH:19]=[CH2:20])[C:5]([NH:7][C@H:8]([C:13]([OH:15])=[O:14])[C:9]([CH3:12])([CH3:11])[CH3:10])=[O:6])([CH3:3])[CH3:2].Br[CH2:22]CCCC=C. (4) Given the product [CH2:1]([O:3][C:4](=[O:18])[CH:5]([O:15][CH2:16][CH3:17])[CH2:6][C:7]1[CH:12]=[CH:11][C:10]([O:13][CH2:20][C:21]2[N:22]=[C:23]([C:26]3[CH:31]=[CH:30][CH:29]=[CH:28][C:27]=3[Cl:32])[S:24][CH:25]=2)=[CH:9][C:8]=1[CH3:14])[CH3:2], predict the reactants needed to synthesize it. The reactants are: [CH2:1]([O:3][C:4](=[O:18])[CH:5]([O:15][CH2:16][CH3:17])[CH2:6][C:7]1[CH:12]=[CH:11][C:10]([OH:13])=[CH:9][C:8]=1[CH3:14])[CH3:2].Cl[CH2:20][C:21]1[N:22]=[C:23]([C:26]2[CH:31]=[CH:30][CH:29]=[CH:28][C:27]=2[Cl:32])[S:24][CH:25]=1.ClC1C=CC=CC=1C(N)=S.ClCC(CCl)=O.C(=O)([O-])[O-].[Cs+].[Cs+].[I-].[K+]. (5) Given the product [CH2:46]([NH:53][C:9]([C:8]1[CH:7]=[CH:6][C:5]([C:3]([O:2][CH3:1])=[O:4])=[CH:13][CH:12]=1)=[O:11])[C:47]1[CH:52]=[CH:51][CH:50]=[CH:49][CH:48]=1, predict the reactants needed to synthesize it. The reactants are: [CH3:1][O:2][C:3]([C:5]1[CH:13]=[CH:12][C:8]([C:9]([OH:11])=O)=[CH:7][CH:6]=1)=[O:4].O.ON1C2C=CC=CC=2N=N1.C(N(CC)C(C)C)(C)C.Cl.CN(C)CCCN=C=NCC.[CH2:46]([NH2:53])[C:47]1[CH:52]=[CH:51][CH:50]=[CH:49][CH:48]=1.